Dataset: Full USPTO retrosynthesis dataset with 1.9M reactions from patents (1976-2016). Task: Predict the reactants needed to synthesize the given product. (1) Given the product [C:1]([O:5][C:6]1[CH:24]=[CH:23][C:22]([C:25]([F:26])([F:27])[F:28])=[CH:21][C:7]=1[CH2:8][NH:9][C:10]([C@@:12]1([CH:18]([CH3:20])[CH3:19])[CH2:13][CH2:14][C:15](=[O:17])[CH2:16]1)=[O:11])([CH3:3])([CH3:4])[CH3:2], predict the reactants needed to synthesize it. The reactants are: [C:1]([O:5][C:6]1[CH:24]=[CH:23][C:22]([C:25]([F:28])([F:27])[F:26])=[CH:21][C:7]=1[CH2:8][NH:9][C:10]([C@:12]1([CH:18]([CH3:20])[CH3:19])[CH2:16][C:15](=[O:17])[CH:14]=[CH:13]1)=[O:11])([CH3:4])([CH3:3])[CH3:2].[H][H]. (2) Given the product [CH:9]([C:5]1[N:4]([S:13]([N:12]([CH3:17])[CH3:11])(=[O:15])=[O:14])[CH:8]=[CH:7][N:6]=1)=[O:10], predict the reactants needed to synthesize it. The reactants are: C(#N)C.[NH:4]1[CH:8]=[CH:7][N:6]=[C:5]1[CH:9]=[O:10].[CH3:11][N:12]([CH3:17])[S:13](Cl)(=[O:15])=[O:14]. (3) Given the product [C:21]([CH2:20][CH2:19][C:9]([NH:28][C:29]([NH:40][CH2:39][CH2:38][N:35]1[CH2:36][CH2:37][O:32][CH2:33][CH2:34]1)=[O:30])([CH2:10][CH2:11][C:12]([OH:14])=[O:13])[CH2:8][CH2:7][C:6]([OH:5])=[O:31])([OH:23])=[O:22], predict the reactants needed to synthesize it. The reactants are: C([O:5][C:6](=[O:31])[CH2:7][CH2:8][C:9]([N:28]=[C:29]=[O:30])([CH2:19][CH2:20][C:21]([O:23]C(C)(C)C)=[O:22])[CH2:10][CH2:11][C:12]([O:14]C(C)(C)C)=[O:13])(C)(C)C.[O:32]1[CH2:37][CH2:36][N:35]([CH2:38][CH2:39][NH2:40])[CH2:34][CH2:33]1.